From a dataset of Catalyst prediction with 721,799 reactions and 888 catalyst types from USPTO. Predict which catalyst facilitates the given reaction. (1) Reactant: [CH3:1][C@@H:2]1[O:10][C:9](=[O:11])[C@@H:8]([NH:12]C(=O)OCC2C=CC=CC=2)[CH2:7][O:6][CH2:5][C@H:4]([O:23][CH2:24][C:25]([CH3:27])=[CH2:26])[C@H:3]1[O:28][CH2:29][C:30]([CH3:32])=[CH2:31]. Product: [NH2:12][C@H:8]1[CH2:7][O:6][CH2:5][C@H:4]([O:23][CH2:24][CH:25]([CH3:26])[CH3:27])[C@@H:3]([O:28][CH2:29][CH:30]([CH3:32])[CH3:31])[C@H:2]([CH3:1])[O:10][C:9]1=[O:11]. The catalyst class is: 99. (2) Reactant: [CH:1]12[CH2:7][CH:4]([CH:5]=[CH:6]1)[CH2:3][CH:2]2[S:8]([NH2:11])(=[O:10])=[O:9].C(=O)(O)[O-:13].[Na+].ClCCl.ClC1C=CC=C(C(OO)=O)C=1. Product: [O:13]1[CH:6]2[CH:5]1[CH:4]1[CH2:7][CH:1]2[CH:2]([S:8]([NH2:11])(=[O:9])=[O:10])[CH2:3]1. The catalyst class is: 6.